From a dataset of Forward reaction prediction with 1.9M reactions from USPTO patents (1976-2016). Predict the product of the given reaction. (1) Given the reactants N1C=CC=CC=1.[OH:7][C@H:8]1[CH2:12][N:11]([C:13]([O:15][C:16]([CH3:19])([CH3:18])[CH3:17])=[O:14])[C@H:10]([C:20]([O:22][CH3:23])=[O:21])[CH2:9]1, predict the reaction product. The product is: [O:7]=[C:8]1[CH2:12][N:11]([C:13]([O:15][C:16]([CH3:17])([CH3:18])[CH3:19])=[O:14])[C@H:10]([C:20]([O:22][CH3:23])=[O:21])[CH2:9]1. (2) Given the reactants [H-].[Na+].C(S)C.[CH2:6]([C:8]([C:19]1[CH:24]=[CH:23][C:22]([CH2:25][CH2:26][CH:27]([OH:32])[C:28]([CH3:31])([CH3:30])[CH3:29])=[C:21]([CH3:33])[CH:20]=1)([C:11]1[CH:16]=[CH:15][C:14]([O:17]C)=[CH:13][CH:12]=1)[CH2:9][CH3:10])[CH3:7], predict the reaction product. The product is: [CH2:6]([C:8]([C:11]1[CH:12]=[CH:13][C:14]([OH:17])=[CH:15][CH:16]=1)([C:19]1[CH:24]=[CH:23][C:22]([CH2:25][CH2:26][CH:27]([OH:32])[C:28]([CH3:30])([CH3:31])[CH3:29])=[C:21]([CH3:33])[CH:20]=1)[CH2:9][CH3:10])[CH3:7]. (3) Given the reactants [Si:1]([O:18][CH2:19][C:20]1[CH:21]=[C:22]([CH:42]=[C:43]([Cl:45])[CH:44]=1)[CH2:23][N:24]1[C:28]2[CH:29]=[CH:30][C:31]3[N:32]([C:33]([CH3:36])=[N:34][N:35]=3)[C:27]=2[CH:26]=[C:25]1[C:37]1[NH:41][N:40]=[CH:39][CH:38]=1)([C:14]([CH3:17])([CH3:16])[CH3:15])([C:8]1[CH:13]=[CH:12][CH:11]=[CH:10][CH:9]=1)[C:2]1[CH:7]=[CH:6][CH:5]=[CH:4][CH:3]=1.[H-].[Na+].[CH3:48]I, predict the reaction product. The product is: [Si:1]([O:18][CH2:19][C:20]1[CH:21]=[C:22]([CH:42]=[C:43]([Cl:45])[CH:44]=1)[CH2:23][N:24]1[C:28]2[CH:29]=[CH:30][C:31]3[N:32]([C:33]([CH3:36])=[N:34][N:35]=3)[C:27]=2[CH:26]=[C:25]1[C:37]1[CH:38]=[CH:39][N:40]([CH3:48])[N:41]=1)([C:14]([CH3:16])([CH3:15])[CH3:17])([C:2]1[CH:3]=[CH:4][CH:5]=[CH:6][CH:7]=1)[C:8]1[CH:13]=[CH:12][CH:11]=[CH:10][CH:9]=1. (4) Given the reactants [Cl:1][C:2]1[C:3]([N:11]2[C:15]([N:16]([CH2:19][C:20]([Cl:22])=[CH2:21])C=O)=[C:14]([C:23]#[N:24])[CH:13]=[N:12]2)=[N:4][N:5]2[CH2:10][CH2:9][CH2:8][CH2:7][C:6]=12.Cl.O, predict the reaction product. The product is: [Cl:1][C:2]1[C:3]([N:11]2[C:15]([NH:16][CH2:19][C:20]([Cl:22])=[CH2:21])=[C:14]([C:23]#[N:24])[CH:13]=[N:12]2)=[N:4][N:5]2[CH2:10][CH2:9][CH2:8][CH2:7][C:6]=12. (5) The product is: [CH2:7]([NH:9][C:10]([NH:11][NH:12][C:4](=[O:6])[CH2:3][O:2][CH3:1])=[S:13])[CH3:8]. Given the reactants [CH3:1][O:2][CH2:3][C:4]([OH:6])=O.[CH2:7]([NH:9][C:10](=[S:13])[NH:11][NH2:12])[CH3:8].C(N=C=NC(C)C)(C)C.OC1C2N=NNC=2C=CC=1.N(C(=S)N)N.C(=O)(O)[O-].[Na+], predict the reaction product.